From a dataset of Full USPTO retrosynthesis dataset with 1.9M reactions from patents (1976-2016). Predict the reactants needed to synthesize the given product. (1) Given the product [CH2:23]([NH:25][C:26]([NH:3][C:4]1[N:13]=[CH:12][C:11]2[CH:10]=[CH:9][C:8]3[C:14]([C:18]([O:20][CH2:21][CH3:22])=[O:19])=[N:15][N:16]([CH3:17])[C:7]=3[C:6]=2[N:5]=1)=[O:27])[CH3:24], predict the reactants needed to synthesize it. The reactants are: [H-].[Na+].[NH2:3][C:4]1[N:13]=[CH:12][C:11]2[CH:10]=[CH:9][C:8]3[C:14]([C:18]([O:20][CH2:21][CH3:22])=[O:19])=[N:15][N:16]([CH3:17])[C:7]=3[C:6]=2[N:5]=1.[CH2:23]([N:25]=[C:26]=[O:27])[CH3:24]. (2) Given the product [ClH:26].[NH:8]1[CH2:11][CH:10]([C:12]2[C:17]([C:18]3[CH:23]=[CH:22][CH:21]=[C:20]([O:24][CH3:25])[CH:19]=3)=[N:16][CH:15]=[CH:14][N:13]=2)[CH2:9]1, predict the reactants needed to synthesize it. The reactants are: C(OC([N:8]1[CH2:11][CH:10]([C:12]2[C:17]([C:18]3[CH:23]=[CH:22][CH:21]=[C:20]([O:24][CH3:25])[CH:19]=3)=[N:16][CH:15]=[CH:14][N:13]=2)[CH2:9]1)=O)(C)(C)C.[ClH:26].CO. (3) Given the product [S:18]1[C:19]2[CH:25]=[CH:24][CH:23]=[CH:22][C:20]=2[N:21]=[C:17]1[NH:15][CH:9]1[C:10]2[NH:11][C:12]3[C:4](=[CH:3][C:2]([Br:1])=[CH:14][CH:13]=3)[C:5]=2[CH2:6][CH2:7][CH2:8]1, predict the reactants needed to synthesize it. The reactants are: [Br:1][C:2]1[CH:3]=[C:4]2[C:12](=[CH:13][CH:14]=1)[NH:11][C:10]1[CH:9]([NH2:15])[CH2:8][CH2:7][CH2:6][C:5]2=1.Cl[C:17]1[S:18][C:19]2[CH:25]=[CH:24][CH:23]=[CH:22][C:20]=2[N:21]=1.